Dataset: Full USPTO retrosynthesis dataset with 1.9M reactions from patents (1976-2016). Task: Predict the reactants needed to synthesize the given product. (1) The reactants are: C(Cl)(=O)C(Cl)=O.CS(C)=O.[F:11][C:12]1[CH:13]=[CH:14][C:15]([C:40]([F:43])([F:42])[F:41])=[C:16]([C:18]([N:20]2[CH2:25][CH2:24][N:23]([C:26]3[CH:31]=[CH:30][C:29]([C:32]4[NH:33][CH:34]([CH2:37][CH2:38][CH3:39])[CH2:35][N:36]=4)=[CH:28][N:27]=3)[CH2:22][CH2:21]2)=[O:19])[CH:17]=1.C(N(CC)CC)C. Given the product [F:11][C:12]1[CH:13]=[CH:14][C:15]([C:40]([F:43])([F:41])[F:42])=[C:16]([C:18]([N:20]2[CH2:21][CH2:22][N:23]([C:26]3[CH:31]=[CH:30][C:29]([C:32]4[NH:33][C:34]([CH2:37][CH2:38][CH3:39])=[CH:35][N:36]=4)=[CH:28][N:27]=3)[CH2:24][CH2:25]2)=[O:19])[CH:17]=1, predict the reactants needed to synthesize it. (2) Given the product [CH3:27][C:26]1([CH3:28])[O:1][C@@H:2]([C@@H:6]([CH2:10][CH2:11][CH2:12][C:13]2[CH:14]=[CH:15][C:16]([O:19][C:20]([F:21])([F:22])[F:23])=[CH:17][CH:18]=2)[C:7]([OH:9])=[O:8])[C:3](=[O:5])[O:4]1, predict the reactants needed to synthesize it. The reactants are: [OH:1][C@@H:2]([C@@H:6]([CH2:10][CH2:11][CH2:12][C:13]1[CH:18]=[CH:17][C:16]([O:19][C:20]([F:23])([F:22])[F:21])=[CH:15][CH:14]=1)[C:7]([OH:9])=[O:8])[C:3]([OH:5])=[O:4].CO[C:26](OC)([CH3:28])[CH3:27]. (3) Given the product [Br:1][C:2]1[C:7]([F:8])=[CH:6][CH:5]=[C:4]2[C:3]=1[NH:9][C:10](=[O:19])[CH:11]=[CH:12]2, predict the reactants needed to synthesize it. The reactants are: [Br:1][C:2]1[C:7]([F:8])=[CH:6][CH:5]=[CH:4][C:3]=1[NH:9][C:10](=[O:19])[CH:11]=[CH:12]C1C=CC=CC=1.[Cl-].[Al+3].[Cl-].[Cl-].C(N)(=O)C=C. (4) Given the product [NH2:23][C@H:20]1[CH2:21][CH2:22][C@H:17]([NH:16][C:15]2[C:14]3[C:9](=[CH:10][CH:11]=[C:12]([C:31]4[CH:32]=[N:33][NH:34][CH:35]=4)[CH:13]=3)[N:8]=[CH:7][C:6]=2[C:4]([CH:1]2[CH2:2][CH2:3]2)=[O:5])[CH2:18][CH2:19]1, predict the reactants needed to synthesize it. The reactants are: [CH:1]1([C:4]([C:6]2[CH:7]=[N:8][C:9]3[C:14]([C:15]=2[NH:16][C@H:17]2[CH2:22][CH2:21][C@H:20]([NH:23]C(=O)OC(C)(C)C)[CH2:19][CH2:18]2)=[CH:13][C:12]([C:31]2[CH:32]=[N:33][NH:34][CH:35]=2)=[CH:11][CH:10]=3)=[O:5])[CH2:3][CH2:2]1.C(O)(C(F)(F)F)=O. (5) The reactants are: [Cl:1][C:2]1[C:7]([C:8]2[C:13]([F:14])=[CH:12][C:11]([F:15])=[CH:10][C:9]=2[F:16])=[C:6]([N:17]2[CH2:21][CH2:20][CH2:19][O:18]2)[N:5]=[C:4](S(C)(=O)=O)[N:3]=1.[C-:26]#[N:27].[K+]. Given the product [Cl:1][C:2]1[C:7]([C:8]2[C:13]([F:14])=[CH:12][C:11]([F:15])=[CH:10][C:9]=2[F:16])=[C:6]([N:17]2[CH2:21][CH2:20][CH2:19][O:18]2)[N:5]=[C:4]([C:26]#[N:27])[N:3]=1, predict the reactants needed to synthesize it. (6) Given the product [NH2:20][C:11]1[C:10]2[N:9]=[C:8]([CH2:21][CH2:22][O:23][CH3:24])[N:7]([CH2:6][CH2:5][O:4][CH2:3][CH2:2][NH:1][C:32]([NH:31][C:25]3[CH:30]=[CH:29][CH:28]=[CH:27][CH:26]=3)=[O:33])[C:19]=2[C:18]2[CH:17]=[CH:16][CH:15]=[CH:14][C:13]=2[N:12]=1, predict the reactants needed to synthesize it. The reactants are: [NH2:1][CH2:2][CH2:3][O:4][CH2:5][CH2:6][N:7]1[C:19]2[C:18]3[CH:17]=[CH:16][CH:15]=[CH:14][C:13]=3[N:12]=[C:11]([NH2:20])[C:10]=2[N:9]=[C:8]1[CH2:21][CH2:22][O:23][CH3:24].[C:25]1([N:31]=[C:32]=[O:33])[CH:30]=[CH:29][CH:28]=[CH:27][CH:26]=1.CCN(CC)CC. (7) The reactants are: [Br:1][C:2]1[C:3]([N+:10]([O-])=O)=[CH:4][C:5]([O:8][CH3:9])=[N:6][CH:7]=1. Given the product [Br:1][C:2]1[C:3]([NH2:10])=[CH:4][C:5]([O:8][CH3:9])=[N:6][CH:7]=1, predict the reactants needed to synthesize it.